This data is from Full USPTO retrosynthesis dataset with 1.9M reactions from patents (1976-2016). The task is: Predict the reactants needed to synthesize the given product. (1) The reactants are: [C:1]([OH:12])(=[O:11])[C:2]1[CH:10]=[CH:9][C:7]([OH:8])=[C:4]([O:5][CH3:6])[CH:3]=1.C(=O)([O-])[O-].[Cs+].[Cs+].Br[CH2:20][CH2:21][CH2:22][CH2:23][O:24][N+:25]([O-:27])=[O:26]. Given the product [OH:8][C:7]1[CH:9]=[CH:10][C:2]([C:1]([O:12][CH2:20][CH2:21][CH2:22][CH2:23][O:24][N+:25]([O-:27])=[O:26])=[O:11])=[CH:3][C:4]=1[O:5][CH3:6], predict the reactants needed to synthesize it. (2) Given the product [C:12]([C:16]1[CH:21]=[CH:20][C:19]([C:22]2[S:26][C:25]([CH2:27][NH:11][C:1]34[CH2:8][CH:7]5[CH2:6][CH:5]([CH2:4][CH:3]([CH2:9]5)[CH2:2]3)[CH2:10]4)=[CH:24][CH:23]=2)=[CH:18][CH:17]=1)([CH3:15])([CH3:14])[CH3:13], predict the reactants needed to synthesize it. The reactants are: [C:1]12([NH2:11])[CH2:10][CH:5]3[CH2:6][CH:7]([CH2:9][CH:3]([CH2:4]3)[CH2:2]1)[CH2:8]2.[C:12]([C:16]1[CH:21]=[CH:20][C:19]([C:22]2[S:26][C:25]([CH:27]=O)=[CH:24][CH:23]=2)=[CH:18][CH:17]=1)([CH3:15])([CH3:14])[CH3:13].CS(O)(=O)=O.